This data is from Full USPTO retrosynthesis dataset with 1.9M reactions from patents (1976-2016). The task is: Predict the reactants needed to synthesize the given product. Given the product [Cl:1][C:2]1[CH:33]=[C:32]([Cl:34])[CH:31]=[CH:30][C:3]=1[O:4][CH2:5][CH2:6][CH2:7][C:8]1[CH2:9][CH:10]([C:11]2[CH:16]=[CH:15][C:14]([S:17]([N:20]([CH2:26][O:27][CH3:28])[C:21]3[S:22][CH:23]=[CH:24][N:25]=3)(=[O:19])=[O:18])=[CH:13][CH:12]=2)[NH:35][N:36]=1, predict the reactants needed to synthesize it. The reactants are: [Cl:1][C:2]1[CH:33]=[C:32]([Cl:34])[CH:31]=[CH:30][C:3]=1[O:4][CH2:5][CH2:6][CH2:7][C:8](=O)[CH:9]=[CH:10][C:11]1[CH:16]=[CH:15][C:14]([S:17]([N:20]([CH2:26][O:27][CH3:28])[C:21]2[S:22][CH:23]=[CH:24][N:25]=2)(=[O:19])=[O:18])=[CH:13][CH:12]=1.[NH2:35][NH2:36].